From a dataset of Forward reaction prediction with 1.9M reactions from USPTO patents (1976-2016). Predict the product of the given reaction. Given the reactants Cl[C:2]1[C:3]2[C:10]([C:11]3[CH:16]=[CH:15][CH:14]=[CH:13][CH:12]=3)=[C:9]([C:17]3[CH:22]=[CH:21][CH:20]=[CH:19][CH:18]=3)[O:8][C:4]=2[N:5]=[CH:6][N:7]=1.[NH3:23].[CH3:24][OH:25], predict the reaction product. The product is: [CH3:24][O:25][C:2]1[C:3]2[C:10]([C:11]3[CH:16]=[CH:15][CH:14]=[CH:13][CH:12]=3)=[C:9]([C:17]3[CH:22]=[CH:21][CH:20]=[CH:19][CH:18]=3)[O:8][C:4]=2[N:5]=[CH:6][N:7]=1.[C:11]1([C:10]2[C:3]3[C:2]([NH2:23])=[N:7][CH:6]=[N:5][C:4]=3[O:8][C:9]=2[C:17]2[CH:22]=[CH:21][CH:20]=[CH:19][CH:18]=2)[CH:16]=[CH:15][CH:14]=[CH:13][CH:12]=1.